This data is from Forward reaction prediction with 1.9M reactions from USPTO patents (1976-2016). The task is: Predict the product of the given reaction. (1) Given the reactants F[C:2](F)(F)[C:3](O)=O.[CH2:8]([S:10]([N:13]1[CH2:18][CH2:17][CH:16]([C:19]2[C:27]3[C:22](=[C:23]([C:39]([NH2:41])=[O:40])[CH:24]=[C:25]([C:28]4[N:29]=[C:30]([CH2:33][NH:34][CH2:35]C(C)C)[S:31][CH:32]=4)[CH:26]=3)[NH:21][CH:20]=2)[CH2:15][CH2:14]1)(=[O:12])=[O:11])[CH3:9].[CH3:42][CH:43](C)CN, predict the reaction product. The product is: [CH2:8]([S:10]([N:13]1[CH2:18][CH2:17][CH:16]([C:19]2[C:27]3[C:22](=[C:23]([C:39]([NH2:41])=[O:40])[CH:24]=[C:25]([C:28]4[N:29]=[C:30]([CH2:33][N:34]5[CH2:35][CH2:3][CH2:2][CH2:43][CH2:42]5)[S:31][CH:32]=4)[CH:26]=3)[NH:21][CH:20]=2)[CH2:15][CH2:14]1)(=[O:12])=[O:11])[CH3:9]. (2) Given the reactants Cl[C:2]1[C:3]2[N:11]=[C:10]([C:12]3[CH:17]=[CH:16][C:15]([F:18])=[CH:14][CH:13]=3)[CH:9]=[CH:8][C:4]=2[N:5]=[CH:6][N:7]=1.[CH3:19][N:20]([CH2:22][CH2:23][OH:24])[CH3:21].[H-].[Na+].O(C1C2N=C(C3C=CC(F)=CC=3)C=CC=2N=CN=1)C1C=CC=CC=1, predict the reaction product. The product is: [CH3:19][N:20]([CH2:22][CH2:23][O:24][C:2]1[C:3]2[N:11]=[C:10]([C:12]3[CH:17]=[CH:16][C:15]([F:18])=[CH:14][CH:13]=3)[CH:9]=[CH:8][C:4]=2[N:5]=[CH:6][N:7]=1)[CH3:21]. (3) Given the reactants [C:1]([Si:5]([O:18][C:19]1[CH:24]=[CH:23][C:22]([CH:25]2[S:30][CH2:29][CH2:28][CH2:27][S:26]2)=[CH:21][CH:20]=1)([C:12]1[CH:17]=[CH:16][CH:15]=[CH:14][CH:13]=1)[C:6]1[CH:11]=[CH:10][CH:9]=[CH:8][CH:7]=1)([CH3:4])([CH3:3])[CH3:2].C([Li])CCC.CCCCCC.[Br:42][C:43]1[CH:44]=[C:45]([CH:48]=[CH:49][C:50]=1[F:51])[CH:46]=[O:47].[Cl-].[NH4+], predict the reaction product. The product is: [Br:42][C:43]1[CH:44]=[C:45]([CH:46]([C:25]2([C:22]3[CH:21]=[CH:20][C:19]([O:18][Si:5]([C:1]([CH3:4])([CH3:2])[CH3:3])([C:12]4[CH:17]=[CH:16][CH:15]=[CH:14][CH:13]=4)[C:6]4[CH:7]=[CH:8][CH:9]=[CH:10][CH:11]=4)=[CH:24][CH:23]=3)[S:26][CH2:27][CH2:28][CH2:29][S:30]2)[OH:47])[CH:48]=[CH:49][C:50]=1[F:51]. (4) Given the reactants [CH2:1]([O:5][C:6]1[CH:11]=[CH:10][C:9]([C@@H:12]([NH:25][C:26](=[O:35])[C@H:27]([C:29]2[CH:34]=[CH:33][CH:32]=[CH:31][CH:30]=2)[CH3:28])[C@H:13]2[CH2:17][CH2:16][CH2:15][N:14]2C(OC(C)(C)C)=O)=[CH:8][CH:7]=1)[CH:2]([CH3:4])[CH3:3].Cl, predict the reaction product. The product is: [CH2:1]([O:5][C:6]1[CH:7]=[CH:8][C:9]([C@H:12]([C@H:13]2[CH2:17][CH2:16][CH2:15][NH:14]2)[NH:25][C:26](=[O:35])[C@H:27]([C:29]2[CH:34]=[CH:33][CH:32]=[CH:31][CH:30]=2)[CH3:28])=[CH:10][CH:11]=1)[CH:2]([CH3:4])[CH3:3].